From a dataset of Forward reaction prediction with 1.9M reactions from USPTO patents (1976-2016). Predict the product of the given reaction. (1) The product is: [Br:12][C:9]1[CH:10]=[CH:11][C:6]2[NH:5][C:3](=[O:4])[CH2:2][N:14]3[C:13](=[N:17][C:16]([CH2:18][O:19][CH3:20])=[N:15]3)[C:7]=2[CH:8]=1. Given the reactants Cl[CH2:2][C:3]([NH:5][C:6]1[CH:11]=[CH:10][C:9]([Br:12])=[CH:8][C:7]=1[C:13]1[NH:14][N:15]=[C:16]([CH2:18][O:19][CH3:20])[N:17]=1)=[O:4].ClCC(NC1C=CC(Cl)=CC=1C1NN=C(COC)N=1)=O, predict the reaction product. (2) Given the reactants [CH3:1][N:2]([S:23]([CH3:26])(=[O:25])=[O:24])[C:3]1[CH:22]=[CH:21][CH:20]=[CH:19][C:4]=1[CH2:5][NH:6][C:7](=O)OC1C=CC([N+]([O-])=O)=CC=1.C(N(CC)CC)C.[CH2:34]([C:36]1[CH:41]=[C:40]([O:42]COCC[Si](C)(C)C)[C:39]([F:51])=[CH:38][C:37]=1[C:52]1[N+:57]([O-])=C[C:55]2[CH:59]=[N:60][N:61](C3CCCCO3)[C:54]=2[CH:53]=1)[CH3:35], predict the reaction product. The product is: [CH2:34]([C:36]1[CH:41]=[C:40]([OH:42])[C:39]([F:51])=[CH:38][C:37]=1[C:52]1[N:57]=[C:7]([NH:6][CH2:5][C:4]2[CH:19]=[CH:20][CH:21]=[CH:22][C:3]=2[N:2]([CH3:1])[S:23]([CH3:26])(=[O:24])=[O:25])[C:55]2[CH:59]=[N:60][NH:61][C:54]=2[CH:53]=1)[CH3:35]. (3) Given the reactants C[Mg]Br.[C:4]1(C)C=CC=CC=1.[N:11]1[CH:16]=[CH:15][CH:14]=[CH:13][C:12]=1[CH2:17][O:18][C:19]1[CH:24]=[CH:23][C:22]([C:25]2([C:29]3[CH:34]=[CH:33][C:32]([C:35]4[N:40]=[N:39][C:38]([C:41](=[O:43])[CH3:42])=[CH:37][CH:36]=4)=[CH:31][CH:30]=3)[CH2:28][CH2:27][CH2:26]2)=[CH:21][CH:20]=1, predict the reaction product. The product is: [N:11]1[CH:16]=[CH:15][CH:14]=[CH:13][C:12]=1[CH2:17][O:18][C:19]1[CH:20]=[CH:21][C:22]([C:25]2([C:29]3[CH:34]=[CH:33][C:32]([C:35]4[N:40]=[N:39][C:38]([C:41]([OH:43])([CH3:4])[CH3:42])=[CH:37][CH:36]=4)=[CH:31][CH:30]=3)[CH2:28][CH2:27][CH2:26]2)=[CH:23][CH:24]=1. (4) Given the reactants Br[CH2:2][C:3]1[C:13]([Cl:14])=[N:12][CH:11]=[CH:10][C:4]=1[C:5]([O:7]CC)=O.Cl.[CH3:16][C:17]1[C:22]([O:23][CH2:24][C:25]([F:28])([F:27])[F:26])=[CH:21][N:20]=[C:19]([CH:29]([NH2:31])[CH3:30])[CH:18]=1, predict the reaction product. The product is: [Cl:14][C:13]1[C:3]2[CH2:2][N:31]([CH:29]([C:19]3[CH:18]=[C:17]([CH3:16])[C:22]([O:23][CH2:24][C:25]([F:28])([F:26])[F:27])=[CH:21][N:20]=3)[CH3:30])[C:5](=[O:7])[C:4]=2[CH:10]=[CH:11][N:12]=1. (5) Given the reactants [CH:1]([O:4][C:5]1[CH:10]=[CH:9][C:8]([OH:11])=[CH:7][CH:6]=1)([CH3:3])[CH3:2].C(=O)([O-])[O-].[K+].[K+].Cl[C:19]1[S:20][C:21]([C:24]#[N:25])=[CH:22][N:23]=1, predict the reaction product. The product is: [CH:1]([O:4][C:5]1[CH:10]=[CH:9][C:8]([O:11][C:19]2[S:20][C:21]([C:24]#[N:25])=[CH:22][N:23]=2)=[CH:7][CH:6]=1)([CH3:3])[CH3:2]. (6) The product is: [CH2:14]([N:4]1[C:5](=[O:13])[C:6]([C:7]2[CH:12]=[CH:11][CH:10]=[CH:9][CH:8]=2)=[C:2]([NH:23][C:22]2[CH:24]=[CH:25][C:19]([O:18][CH3:17])=[CH:20][CH:21]=2)[C:3]1=[O:16])[CH3:15]. Given the reactants Cl[C:2]1[C:3](=[O:16])[N:4]([CH2:14][CH3:15])[C:5](=[O:13])[C:6]=1[C:7]1[CH:12]=[CH:11][CH:10]=[CH:9][CH:8]=1.[CH3:17][O:18][C:19]1[CH:25]=[CH:24][C:22]([NH2:23])=[CH:21][CH:20]=1.C(N(CC)CC)C, predict the reaction product.